From a dataset of Full USPTO retrosynthesis dataset with 1.9M reactions from patents (1976-2016). Predict the reactants needed to synthesize the given product. Given the product [ClH:10].[Cl:28][C:23]1[S:24][CH:25]=[C:26]([CH3:27])[C:22]=1[NH:21][C:19]1[NH:18][C:14]2=[CH:15][S:16][CH:17]=[C:13]2[N:12]=1, predict the reactants needed to synthesize it. The reactants are: C1(C)C=CC(S([Cl:10])(=O)=O)=CC=1.[NH2:12][C:13]1[C:14]([NH:18][C:19]([NH:21][C:22]2[C:26]([CH3:27])=[CH:25][S:24][C:23]=2[Cl:28])=S)=[CH:15][S:16][CH:17]=1.[OH-].[Na+].Cl.